Task: Predict which catalyst facilitates the given reaction.. Dataset: Catalyst prediction with 721,799 reactions and 888 catalyst types from USPTO Reactant: [CH3:1][O:2][C:3](=[O:14])[CH:4]([C:6]1[CH:11]=[CH:10][C:9]([Cl:12])=[C:8]([Cl:13])[CH:7]=1)[CH3:5].[CH3:15][O:16][CH:17]([O:20][CH3:21])[CH2:18]Br.[H-].[Na+]. Product: [CH3:1][O:2][C:3](=[O:14])[C:4]([C:6]1[CH:11]=[CH:10][C:9]([Cl:12])=[C:8]([Cl:13])[CH:7]=1)([CH3:5])[CH2:18][CH:17]([O:20][CH3:21])[O:16][CH3:15]. The catalyst class is: 3.